This data is from Full USPTO retrosynthesis dataset with 1.9M reactions from patents (1976-2016). The task is: Predict the reactants needed to synthesize the given product. (1) The reactants are: Br[C:2]1[C:3]([CH3:13])=[C:4]2[C:9](=[C:10]([F:12])[CH:11]=1)[O:8][CH2:7][CH2:6][CH2:5]2.[B:14]1([B:14]2[O:18][C:17]([CH3:20])([CH3:19])[C:16]([CH3:22])([CH3:21])[O:15]2)[O:18][C:17]([CH3:20])([CH3:19])[C:16]([CH3:22])([CH3:21])[O:15]1.C([O-])(=O)C.[K+]. Given the product [F:12][C:10]1[CH:11]=[C:2]([B:14]2[O:18][C:17]([CH3:20])([CH3:19])[C:16]([CH3:22])([CH3:21])[O:15]2)[C:3]([CH3:13])=[C:4]2[C:9]=1[O:8][CH2:7][CH2:6][CH2:5]2, predict the reactants needed to synthesize it. (2) Given the product [CH2:1]([N:3]1[CH2:4][CH:5]=[C:6]([C:9]2[C:17]3[C:12](=[CH:13][CH:14]=[C:15]([NH:18][C:25]([C:21]4[S:20][CH:24]=[CH:23][CH:22]=4)=[NH:26])[CH:16]=3)[NH:11][CH:10]=2)[CH2:7][CH2:8]1)[CH3:2], predict the reactants needed to synthesize it. The reactants are: [CH2:1]([N:3]1[CH2:8][CH:7]=[C:6]([C:9]2[C:17]3[C:12](=[CH:13][CH:14]=[C:15]([NH2:18])[CH:16]=3)[NH:11][CH:10]=2)[CH2:5][CH2:4]1)[CH3:2].I.[S:20]1[CH:24]=[CH:23][CH:22]=[C:21]1[C:25](SC)=[NH:26].C([O-])(O)=O.[Na+]. (3) Given the product [O:1]1[C:5]2[CH:6]=[CH:7][C:8]([C:10]3[CH:19]=[CH:18][C:17]4[C:16]5[C:15]([CH2:14][CH2:13][C:12]=4[CH:11]=3)=[N:27][N:26]([C:28]3[CH:33]=[CH:32][CH:31]=[CH:30][N:29]=3)[C:20]=5[OH:21])=[CH:9][C:4]=2[O:3][CH2:2]1, predict the reactants needed to synthesize it. The reactants are: [O:1]1[C:5]2[CH:6]=[CH:7][C:8]([C:10]3[CH:11]=[C:12]4[C:17](=[CH:18][CH:19]=3)[CH:16]([C:20](OCC)=[O:21])[C:15](=O)[CH2:14][CH2:13]4)=[CH:9][C:4]=2[O:3][CH2:2]1.[NH:26]([C:28]1[CH:33]=[CH:32][CH:31]=[CH:30][N:29]=1)[NH2:27]. (4) Given the product [NH2:3][C:4]1[C:14]([CH3:15])=[CH:13][C:12]([C:16]#[N:17])=[CH:11][C:5]=1[C:6]([NH:2][CH3:1])=[O:8], predict the reactants needed to synthesize it. The reactants are: [CH3:1][NH2:2].[NH2:3][C:4]1[C:14]([CH3:15])=[CH:13][C:12]([C:16]#[N:17])=[CH:11][C:5]=1[C:6]([O:8]CC)=O.C[O-].[Na+].[OH-].[Na+].